This data is from Forward reaction prediction with 1.9M reactions from USPTO patents (1976-2016). The task is: Predict the product of the given reaction. Given the reactants [Cl:1][C:2]1[CH:10]=[C:9]2[C:5]([C:6](=[O:19])[NH:7][N:8]2[CH2:11][C:12]2[CH:17]=[CH:16][CH:15]=[CH:14][C:13]=2[Cl:18])=[CH:4][C:3]=1[N+:20]([O-])=O.Cl.Cl[Sn]Cl.C(=O)(O)[O-].[Na+], predict the reaction product. The product is: [NH2:20][C:3]1[CH:4]=[C:5]2[C:9](=[CH:10][C:2]=1[Cl:1])[N:8]([CH2:11][C:12]1[CH:17]=[CH:16][CH:15]=[CH:14][C:13]=1[Cl:18])[NH:7][C:6]2=[O:19].